Dataset: Catalyst prediction with 721,799 reactions and 888 catalyst types from USPTO. Task: Predict which catalyst facilitates the given reaction. (1) The catalyst class is: 5. Reactant: [C:1]1([C:7]2[C:12]3[S:13][C:14]([C:16]([O:18]C)=[O:17])=[CH:15][C:11]=3[CH:10]=[CH:9][CH:8]=2)[CH:6]=[CH:5][CH:4]=[CH:3][CH:2]=1.O.[OH-].[Li+].O. Product: [C:1]1([C:7]2[C:12]3[S:13][C:14]([C:16]([OH:18])=[O:17])=[CH:15][C:11]=3[CH:10]=[CH:9][CH:8]=2)[CH:2]=[CH:3][CH:4]=[CH:5][CH:6]=1. (2) Reactant: [Cl:1][C:2]1[CH:7]=[CH:6][C:5]([C@@:8]2([CH3:41])[C@:12]([C:14]3[CH:19]=[CH:18][C:17]([Cl:20])=[CH:16][CH:15]=3)([CH3:13])[N:11]([C:21]([N:23]3[CH2:28][CH2:27][NH:26][C:25](=[O:29])[CH2:24]3)=[O:22])[C:10]([C:30]3[C:31]([O:38][CH2:39][CH3:40])=[N:32][C:33](SC)=[N:34][CH:35]=3)=[N:9]2)=[CH:4][CH:3]=1.ClC1C=C(C=CC=1)C(OO)=O.S(=O)(O)[O-].[Na+].[NH:58]1[CH2:63][CH2:62][O:61][CH2:60][CH2:59]1. Product: [Cl:1][C:2]1[CH:7]=[CH:6][C:5]([C@@:8]2([CH3:41])[C@:12]([C:14]3[CH:19]=[CH:18][C:17]([Cl:20])=[CH:16][CH:15]=3)([CH3:13])[N:11]([C:21]([N:23]3[CH2:28][CH2:27][NH:26][C:25](=[O:29])[CH2:24]3)=[O:22])[C:10]([C:30]3[C:31]([O:38][CH2:39][CH3:40])=[N:32][C:33]([N:58]4[CH2:63][CH2:62][O:61][CH2:60][CH2:59]4)=[N:34][CH:35]=3)=[N:9]2)=[CH:4][CH:3]=1. The catalyst class is: 539. (3) Reactant: [CH3:1][N:2]([S:25]([CH3:28])(=[O:27])=[O:26])[C:3]1[CH:4]=[C:5]([C:21]([O:23]C)=[O:22])[C:6]2[CH2:7][CH2:8][N:9]([CH:14]([CH2:18][CH2:19][CH3:20])[CH2:15][CH2:16][CH3:17])[C:10](=[O:13])[C:11]=2[CH:12]=1.[OH-].[Na+]. Product: [CH3:1][N:2]([S:25]([CH3:28])(=[O:26])=[O:27])[C:3]1[CH:4]=[C:5]([C:21]([OH:23])=[O:22])[C:6]2[CH2:7][CH2:8][N:9]([CH:14]([CH2:18][CH2:19][CH3:20])[CH2:15][CH2:16][CH3:17])[C:10](=[O:13])[C:11]=2[CH:12]=1. The catalyst class is: 12. (4) Reactant: C1CCN2C(=NCCC2)CC1.[F:12][C:13]1[CH:18]=[CH:17][C:16]([NH:19][C:20]2[N:25]=[CH:24][C:23]3[CH:26]=[C:27]([C:33]4[CH:34]=[N:35][NH:36][CH:37]=4)[N:28](S(C)(=O)=O)[C:22]=3[CH:21]=2)=[CH:15][CH:14]=1. Product: [F:12][C:13]1[CH:14]=[CH:15][C:16]([NH:19][C:20]2[N:25]=[CH:24][C:23]3[CH:26]=[C:27]([C:33]4[CH:37]=[N:36][NH:35][CH:34]=4)[NH:28][C:22]=3[CH:21]=2)=[CH:17][CH:18]=1. The catalyst class is: 18. (5) Reactant: [CH3:1][C:2]1([CH3:23])[O:6][C@@H:5]2[C@@H:7]([CH2:20][NH:21][CH3:22])[O:8][C@@H:9]([N:10]3[CH:18]=[N:17][C:16]4[C:11]3=[N:12][CH:13]=[N:14][C:15]=4[NH2:19])[C@@H:4]2[O:3]1.[O:24]=[C:25]1[C:33]2[C:28](=[CH:29][CH:30]=[CH:31][CH:32]=2)[C:27](=[O:34])[N:26]1[CH2:35][CH2:36][CH:37]=O.[BH-](OC(C)=O)(OC(C)=O)OC(C)=O.[Na+].C([O-])(O)=O.[Na+]. Product: [NH2:19][C:15]1[N:14]=[CH:13][N:12]=[C:11]2[C:16]=1[N:17]=[CH:18][N:10]2[C@H:9]1[C@@H:4]2[O:3][C:2]([CH3:1])([CH3:23])[O:6][C@@H:5]2[C@@H:7]([CH2:20][N:21]([CH3:22])[CH2:37][CH2:36][CH2:35][N:26]2[C:27](=[O:34])[C:28]3[C:33](=[CH:32][CH:31]=[CH:30][CH:29]=3)[C:25]2=[O:24])[O:8]1. The catalyst class is: 26. (6) Reactant: [CH3:1][N:2]1[CH:6]=[CH:5][C:4]([C:7]([OH:9])=O)=[C:3]1[C:10]1[CH:15]=[CH:14][CH:13]=[CH:12][CH:11]=1.Cl.C[N:18]([CH3:27])CCCN=C=NCC.[OH2:28].O[N:30]1[C:34]2[CH:35]=[CH:36][CH:37]=[CH:38][C:33]=2N=N1.[CH2:39]([N:41](CC)[CH2:42][CH3:43])[CH3:40]. Product: [CH3:1][N:2]1[CH:6]=[CH:5][C:4]([C:7]([N:41]2[CH2:42][CH2:43][N:30]([C:34]3[CH:33]=[C:38]([CH:37]=[CH:36][CH:35]=3)[C:27]([NH2:18])=[O:28])[CH2:40][CH2:39]2)=[O:9])=[C:3]1[C:10]1[CH:15]=[CH:14][CH:13]=[CH:12][CH:11]=1. The catalyst class is: 4. (7) Reactant: [Li]CCCC.[C:6]([Si:8]([CH:15]([CH3:17])[CH3:16])([CH:12]([CH3:14])[CH3:13])[CH:9]([CH3:11])[CH3:10])#[CH:7].[CH3:18][C:19]1[C:23]([CH:24]=[O:25])=[C:22]([CH3:26])[O:21][N:20]=1. Product: [CH3:18][C:19]1[C:23]([CH:24]([OH:25])[C:7]#[C:6][Si:8]([CH:12]([CH3:14])[CH3:13])([CH:9]([CH3:11])[CH3:10])[CH:15]([CH3:17])[CH3:16])=[C:22]([CH3:26])[O:21][N:20]=1. The catalyst class is: 1. (8) Reactant: Br[C:2]1[CH:3]=[C:4]2[C:9](=[CH:10][CH:11]=1)[C:8](=[O:12])[NH:7][N:6]=[C:5]2[Cl:13].FC(F)(F)O[C:17]1[CH:24]=[CH:23][C:20]([CH2:21][NH2:22])=[CH:19][CH:18]=1.C1C=CC(P(C2C(C3C(P(C4C=CC=CC=4)C4C=CC=CC=4)=CC=C4C=3C=CC=C4)=C3C(C=CC=C3)=CC=2)C2C=CC=CC=2)=CC=1.[CH3:73][C:74]([O-:77])([CH3:76])[CH3:75].[Na+]. Product: [C:74]([O:77][C:17]1[CH:24]=[CH:23][C:20]([CH2:21][NH:22][C:2]2[CH:3]=[C:4]3[C:9](=[CH:10][CH:11]=2)[C:8](=[O:12])[NH:7][N:6]=[C:5]3[Cl:13])=[CH:19][CH:18]=1)([CH3:76])([CH3:75])[CH3:73]. The catalyst class is: 686. (9) Reactant: FC1C=CC(S([N:11]([S:17]([C:20]2[CH:25]=[CH:24][C:23]([N:26]3[CH2:30][CH2:29][C@@H:28](O)[C:27]3=[O:32])=[CH:22][CH:21]=2)(=[O:19])=[O:18])[C:12]2[S:13][CH:14]=[CH:15][N:16]=2)(=O)=O)=CC=1.CCN(C(C)C)C(C)C.S(OS(C(F)(F)F)(=O)=O)(C(F)(F)F)(=O)=O.[F:57][C:58]([F:70])([F:69])[C:59]1[CH:68]=[C:67]2[C:62]([CH2:63][CH2:64][NH:65][CH2:66]2)=[CH:61][CH:60]=1.N1CCOCC1. Product: [O:32]=[C:27]1[C@@H:28]([N:65]2[CH2:64][CH2:63][C:62]3[C:67](=[CH:68][C:59]([C:58]([F:57])([F:70])[F:69])=[CH:60][CH:61]=3)[CH2:66]2)[CH2:29][CH2:30][N:26]1[C:23]1[CH:24]=[CH:25][C:20]([S:17]([NH:11][C:12]2[S:13][CH:14]=[CH:15][N:16]=2)(=[O:19])=[O:18])=[CH:21][CH:22]=1. The catalyst class is: 2.